This data is from Full USPTO retrosynthesis dataset with 1.9M reactions from patents (1976-2016). The task is: Predict the reactants needed to synthesize the given product. (1) The reactants are: [N+:1]([C:4]1[CH:9]=[CH:8][C:7]([N:10]2[CH2:15][CH2:14][CH2:13][CH:12]([CH2:16][OH:17])[CH2:11]2)=[CH:6][CH:5]=1)([O-])=O.[Cl-].[NH4+]. Given the product [NH2:1][C:4]1[CH:9]=[CH:8][C:7]([N:10]2[CH2:15][CH2:14][CH2:13][CH:12]([CH2:16][OH:17])[CH2:11]2)=[CH:6][CH:5]=1, predict the reactants needed to synthesize it. (2) Given the product [C:35]([C:30]1[CH:31]=[CH:32][CH:33]=[CH:34][C:29]=1[C:4]1[CH:5]=[CH:6][C:7]([CH2:8][C:9]2[C:10](=[O:28])[N:11]([C@H:21]3[CH2:26][CH2:25][C@H:24]([O:27][CH:39]([CH3:45])[C:40]([O:42][CH2:43][CH3:44])=[O:41])[CH2:23][CH2:22]3)[C:12]3[N:13]([N:18]=[CH:19][N:20]=3)[C:14]=2[CH2:15][CH2:16][CH3:17])=[C:2]([F:1])[CH:3]=1)#[N:36], predict the reactants needed to synthesize it. The reactants are: [F:1][C:2]1[CH:3]=[C:4]([C:29]2[C:30]([C:35]#[N:36])=[CH:31][CH:32]=[CH:33][CH:34]=2)[CH:5]=[CH:6][C:7]=1[CH2:8][C:9]1[C:10](=[O:28])[N:11]([C@H:21]2[CH2:26][CH2:25][C@H:24]([OH:27])[CH2:23][CH2:22]2)[C:12]2[N:13]([N:18]=[CH:19][N:20]=2)[C:14]=1[CH2:15][CH2:16][CH3:17].[N+](=[C:39]([CH3:45])[C:40]([O:42][CH2:43][CH3:44])=[O:41])=[N-]. (3) Given the product [CH2:10]([O:12][C:13](=[O:37])[C:14]1[CH:19]=[CH:18][CH:17]=[C:16]([N:20]2[C:24]([CH3:25])=[CH:23][CH:22]=[C:21]2[C:26]2[CH:31]=[C:30]([S:32]([CH3:35])(=[O:33])=[O:34])[CH:29]=[CH:28][C:27]=2[O:36][CH2:6][C:5]2[CH:8]=[CH:9][C:2]([Cl:1])=[CH:3][CH:4]=2)[CH:15]=1)[CH3:11], predict the reactants needed to synthesize it. The reactants are: [Cl:1][C:2]1[CH:9]=[CH:8][C:5]([CH2:6]Br)=[CH:4][CH:3]=1.[CH2:10]([O:12][C:13](=[O:37])[C:14]1[CH:19]=[CH:18][CH:17]=[C:16]([N:20]2[C:24]([CH3:25])=[CH:23][CH:22]=[C:21]2[C:26]2[CH:31]=[C:30]([S:32]([CH3:35])(=[O:34])=[O:33])[CH:29]=[CH:28][C:27]=2[OH:36])[CH:15]=1)[CH3:11].C([O-])([O-])=O.[K+].[K+].